Dataset: Reaction yield outcomes from USPTO patents with 853,638 reactions. Task: Predict the reaction yield, written as a fraction of the theoretical maximum amount of product (1.0 means a 100% yield; for example, 0.34 means a 34% yield). The reactants are [CH2:1]([O:3][C:4]1[C:12]2[O:11][CH:10]([CH3:13])[CH2:9][C:8]=2[C:7]([CH3:14])=[C:6]([N:15]2[CH2:20][CH2:19][NH:18][CH2:17][CH2:16]2)[C:5]=1[CH3:21])[CH3:2].Br[C:23]1[CH:28]=[CH:27][C:26]([O:29][CH2:30][CH3:31])=[CH:25][CH:24]=1. No catalyst specified. The product is [CH2:30]([O:29][C:26]1[CH:27]=[CH:28][C:23]([N:18]2[CH2:19][CH2:20][N:15]([C:6]3[C:5]([CH3:21])=[C:4]([O:3][CH2:1][CH3:2])[C:12]4[O:11][CH:10]([CH3:13])[CH2:9][C:8]=4[C:7]=3[CH3:14])[CH2:16][CH2:17]2)=[CH:24][CH:25]=1)[CH3:31]. The yield is 0.650.